This data is from Forward reaction prediction with 1.9M reactions from USPTO patents (1976-2016). The task is: Predict the product of the given reaction. (1) The product is: [CH3:36][O:35][C:32]1[CH:33]=[C:34]2[C:29](=[CH:30][C:31]=1[O:37][CH3:38])[N:28]=[CH:27][CH:26]=[C:25]2[O:22][C:16]1[C:17]([CH3:21])=[C:18]2[C:13](=[CH:14][CH:15]=1)[CH:12]=[C:11]([NH2:10])[CH:20]=[CH:19]2. Given the reactants C(OC(=O)[NH:10][C:11]1[CH:20]=[CH:19][C:18]2[C:13](=[CH:14][CH:15]=[C:16]([OH:22])[C:17]=2[CH3:21])[CH:12]=1)C1C=CC=CC=1.Cl[C:25]1[C:34]2[C:29](=[CH:30][C:31]([O:37][CH3:38])=[C:32]([O:35][CH3:36])[CH:33]=2)[N:28]=[CH:27][CH:26]=1.C([O-])([O-])=O.[K+].[K+], predict the reaction product. (2) Given the reactants O[CH:2]([C:10]1[CH:19]=[CH:18][CH:17]=[CH:16][C:11]=1[C:12]([NH:14][CH3:15])=[O:13])[C:3]1[CH:8]=[CH:7][C:6]([F:9])=[CH:5][CH:4]=1.FC1C=CC(CC2C=C(C=CC=2)C(NC)=O)=CC=1, predict the reaction product. The product is: [F:9][C:6]1[CH:5]=[CH:4][C:3]([CH2:2][C:10]2[CH:19]=[CH:18][CH:17]=[CH:16][C:11]=2[C:12]([NH:14][CH3:15])=[O:13])=[CH:8][CH:7]=1. (3) Given the reactants [C:1]1([C:7]2([C:17]3[CH:22]=[CH:21][CH:20]=[CH:19][CH:18]=3)[C:15]3[C:10](=[CH:11][CH:12]=[CH:13][CH:14]=3)[C:9](=[O:16])[CH2:8]2)[CH:6]=[CH:5][CH:4]=[CH:3][CH:2]=1.[H-].[K+].Br[CH2:26][C:27]#[N:28].O, predict the reaction product. The product is: [C:27]([CH2:26][CH:8]1[C:7]([C:1]2[CH:2]=[CH:3][CH:4]=[CH:5][CH:6]=2)([C:17]2[CH:18]=[CH:19][CH:20]=[CH:21][CH:22]=2)[C:15]2[C:10](=[CH:11][CH:12]=[CH:13][CH:14]=2)[C:9]1=[O:16])#[N:28].